This data is from Peptide-MHC class II binding affinity with 134,281 pairs from IEDB. The task is: Regression. Given a peptide amino acid sequence and an MHC pseudo amino acid sequence, predict their binding affinity value. This is MHC class II binding data. (1) The peptide sequence is VRILRRVHHRKYLTD. The MHC is DRB1_1501 with pseudo-sequence DRB1_1501. The binding affinity (normalized) is 0.548. (2) The peptide sequence is TGVAVSRGTAKLRWF. The MHC is HLA-DQA10201-DQB10303 with pseudo-sequence HLA-DQA10201-DQB10303. The binding affinity (normalized) is 0.418. (3) The peptide sequence is RPGLLIGFGLRTLWS. The MHC is DRB3_0301 with pseudo-sequence DRB3_0301. The binding affinity (normalized) is 0.770. (4) The MHC is DRB1_0404 with pseudo-sequence DRB1_0404. The peptide sequence is IDLNVLLSAAINFFL. The binding affinity (normalized) is 0.196. (5) The peptide sequence is AYGIPKVPPGPNITA. The MHC is HLA-DPA10201-DPB10101 with pseudo-sequence HLA-DPA10201-DPB10101. The binding affinity (normalized) is 0.0668. (6) The peptide sequence is LGFLQRSSNFQCQKL. The MHC is DRB1_0802 with pseudo-sequence DRB1_0802. The binding affinity (normalized) is 0.502.